This data is from Forward reaction prediction with 1.9M reactions from USPTO patents (1976-2016). The task is: Predict the product of the given reaction. (1) Given the reactants [NH2:1][C:2]1[C:11]([N+:12]([O-])=O)=[CH:10][CH:9]=[C:8]2[C:3]=1[C:4](=[O:17])[NH:5][C:6](=[O:16])[N:7]2[CH3:15], predict the reaction product. The product is: [NH2:1][C:2]1[C:11]([NH2:12])=[CH:10][CH:9]=[C:8]2[C:3]=1[C:4](=[O:17])[NH:5][C:6](=[O:16])[N:7]2[CH3:15]. (2) Given the reactants [Br:1][C:2]1[CH:7]=[CH:6][C:5]([CH2:8][C:9]([OH:11])=O)=[CH:4][CH:3]=1.N1C=CC=CC=1.C(Cl)(=O)C([Cl:21])=O.CN(C=O)C, predict the reaction product. The product is: [Br:1][C:2]1[CH:7]=[CH:6][C:5]([CH2:8][C:9]([Cl:21])=[O:11])=[CH:4][CH:3]=1. (3) Given the reactants [F:1][C:2]1[N:6]2[CH:7]=[C:8]([O:11][C:12]3[CH:17]=[CH:16][C:15]([N+:18]([O-])=O)=[CH:14][C:13]=3[F:21])[CH:9]=[CH:10][C:5]2=[N:4][C:3]=1[NH:22][C:23]([CH:25]1[CH2:27][CH2:26]1)=[O:24].[F:28][C:29]1[CH:34]=[CH:33][C:32]([N:35]2[C:40]([CH3:41])=[CH:39][CH:38]=[C:37]([C:42](O)=[O:43])[C:36]2=[O:45])=[CH:31][CH:30]=1.C(N(CC)C(C)C)(C)C.CN(C(ON1N=NC2C=CC=NC1=2)=[N+](C)C)C.F[P-](F)(F)(F)(F)F.C(=O)([O-])O.[Na+], predict the reaction product. The product is: [CH:25]1([C:23]([NH:22][C:3]2[N:4]=[C:5]3[CH:10]=[CH:9][C:8]([O:11][C:12]4[CH:17]=[CH:16][C:15]([NH:18][C:42]([C:37]5[C:36](=[O:45])[N:35]([C:32]6[CH:31]=[CH:30][C:29]([F:28])=[CH:34][CH:33]=6)[C:40]([CH3:41])=[CH:39][CH:38]=5)=[O:43])=[CH:14][C:13]=4[F:21])=[CH:7][N:6]3[C:2]=2[F:1])=[O:24])[CH2:27][CH2:26]1. (4) Given the reactants [CH:1]([C:3]1[CH:18]=[CH:17][C:6]([O:7][C:8]2[CH:16]=[CH:15][C:11]([C:12]([OH:14])=O)=[CH:10][N:9]=2)=[CH:5][CH:4]=1)=[O:2].C(Cl)CCl.[CH:23]1[CH:24]=[CH:25]C2N(O)N=[N:29][C:27]=2[CH:28]=1.N1CCCCC1, predict the reaction product. The product is: [N:29]1([C:12]([C:11]2[CH:15]=[CH:16][C:8]([O:7][C:6]3[CH:5]=[CH:4][C:3]([CH:1]=[O:2])=[CH:18][CH:17]=3)=[N:9][CH:10]=2)=[O:14])[CH2:25][CH2:24][CH2:23][CH2:28][CH2:27]1. (5) Given the reactants [ClH:1].Cl.[Cl:3]C1C=C([C:10]2(O)[CH2:15][CH2:14][CH2:13][CH2:12][CH:11]2[CH2:16][CH2:17][N:18]2[CH2:23][CH2:22][NH:21][CH2:20][CH2:19]2)C=CC=1.[CH3:25][O:26][C:27]1[CH:28]=[C:29]2[C:34](=[CH:35][CH:36]=1)[CH:33]=[C:32]([CH:37]=O)[CH:31]=[CH:30]2.C(O[BH-](O[C:49](=[O:51])[CH3:50])OC(=O)C)(=O)C.[Na+], predict the reaction product. The product is: [ClH:3].[ClH:1].[Cl:1][C:13]1[CH:12]=[C:11]([CH:16]([C:49]2([OH:51])[CH2:50][CH2:12][CH2:11][CH2:10][CH2:15]2)[CH2:17][N:18]2[CH2:19][CH2:20][N:21]([CH2:37][C:32]3[CH:31]=[CH:30][C:29]4[C:34](=[CH:35][CH:36]=[C:27]([O:26][CH3:25])[CH:28]=4)[CH:33]=3)[CH2:22][CH2:23]2)[CH:10]=[CH:15][CH:14]=1. (6) The product is: [F:25][C:2]([F:24])([F:1])[C:3]1[CH:4]=[C:5]([C:13]2[N:17]=[CH:16][N:15](/[CH:18]=[CH:19]\[C:20]([NH:22][NH:23][C:35](=[O:36])[C@@H:34]([NH:33][C:31](=[O:32])[O:30][C:26]([CH3:29])([CH3:28])[CH3:27])[CH:38]([CH3:40])[CH3:39])=[O:21])[N:14]=2)[CH:6]=[C:7]([C:9]([F:10])([F:11])[F:12])[CH:8]=1. Given the reactants [F:1][C:2]([F:25])([F:24])[C:3]1[CH:4]=[C:5]([C:13]2[N:17]=[CH:16][N:15](/[CH:18]=[CH:19]\[C:20]([NH:22][NH2:23])=[O:21])[N:14]=2)[CH:6]=[C:7]([C:9]([F:12])([F:11])[F:10])[CH:8]=1.[C:26]([O:30][C:31]([NH:33][C@@H:34]([CH:38]([CH3:40])[CH3:39])[C:35](O)=[O:36])=[O:32])([CH3:29])([CH3:28])[CH3:27].C(P1(=O)OP(CCC)(=O)OP(CCC)(=O)O1)CC.CCN(C(C)C)C(C)C, predict the reaction product. (7) Given the reactants C(N[CH:5]([CH3:7])C)(C)C.[Li]CCCC.[CH2:13]([C:20]#[N:21])[C:14]1[CH:19]=[CH:18][CH:17]=[CH:16][CH:15]=1.[F:22][C:23]([F:29])([F:28])[C:24](=[O:27])[CH:25]=[CH2:26].S(=O)(=O)(O)[OH:31], predict the reaction product. The product is: [CH2:5]([O:31][CH:26]=[CH:25][C:24]([OH:27])([C:23]([F:29])([F:28])[F:22])[CH:13]([C:14]1[CH:19]=[CH:18][CH:17]=[CH:16][CH:15]=1)[C:20]#[N:21])[CH3:7].